From a dataset of Forward reaction prediction with 1.9M reactions from USPTO patents (1976-2016). Predict the product of the given reaction. Given the reactants [F:1][C:2]1[CH:7]=[CH:6][C:5]([NH:8][NH:9][C:10]([C:12]2[S:13][CH:14]=[CH:15][CH:16]=2)=[O:11])=[CH:4][CH:3]=1.[O:17]1CCC[CH2:18]1.C(Cl)(Cl)=O.C(OCC)(=O)C, predict the reaction product. The product is: [F:1][C:2]1[CH:7]=[CH:6][C:5]([N:8]2[N:9]=[C:10]([C:12]3[S:13][CH:14]=[CH:15][CH:16]=3)[O:11][C:18]2=[O:17])=[CH:4][CH:3]=1.